This data is from Reaction yield outcomes from USPTO patents with 853,638 reactions. The task is: Predict the reaction yield, written as a fraction of the theoretical maximum amount of product (1.0 means a 100% yield; for example, 0.34 means a 34% yield). (1) The reactants are Br[C:2]1[N:3]([S:16]([C:19]2[CH:20]=[N:21][CH:22]=[CH:23][CH:24]=2)(=[O:18])=[O:17])[C:4]([C:9]2[CH:14]=[CH:13][CH:12]=[CH:11][C:10]=2[F:15])=[CH:5][C:6]=1[CH:7]=[O:8].[Cu][C:26]#[N:27]. The catalyst is O1CCOCC1.C(OCC)(=O)C.C1C=CC(/C=C/C(/C=C/C2C=CC=CC=2)=O)=CC=1.C1C=CC(/C=C/C(/C=C/C2C=CC=CC=2)=O)=CC=1.C1C=CC(/C=C/C(/C=C/C2C=CC=CC=2)=O)=CC=1.[Pd].[Pd].C1(P(C2C=CC=CC=2)[C-]2C=CC=C2)C=CC=CC=1.[C-]1(P(C2C=CC=CC=2)C2C=CC=CC=2)C=CC=C1.[Fe+2]. The product is [F:15][C:10]1[CH:11]=[CH:12][CH:13]=[CH:14][C:9]=1[C:4]1[N:3]([S:16]([C:19]2[CH:20]=[N:21][CH:22]=[CH:23][CH:24]=2)(=[O:18])=[O:17])[C:2]([C:26]#[N:27])=[C:6]([CH:7]=[O:8])[CH:5]=1. The yield is 0.570. (2) The reactants are [F:1][C:2]1[CH:7]=[CH:6][C:5]([N:8]2[C:16]3[C:11](=[CH:12][C:13]([C:17]#[C:18][CH2:19][CH2:20][CH2:21][OH:22])=[CH:14][CH:15]=3)[CH:10]=[CH:9]2)=[CH:4][CH:3]=1. The catalyst is CCO. The product is [F:1][C:2]1[CH:7]=[CH:6][C:5]([N:8]2[C:16]3[C:11](=[CH:12][C:13]([CH2:17][CH2:18][CH2:19][CH2:20][CH2:21][OH:22])=[CH:14][CH:15]=3)[CH:10]=[CH:9]2)=[CH:4][CH:3]=1. The yield is 0.790. (3) The reactants are [NH2:1][C:2]1[N:7]=[CH:6][N:5]=[C:4]2[N:8]([CH:12]([C:14]3[O:15][C:16]4[C:21]([C:22](=[O:31])[C:23]=3[C:24]3[CH:29]=[CH:28][CH:27]=[C:26]([F:30])[CH:25]=3)=[CH:20][CH:19]=[CH:18][CH:17]=4)[CH3:13])[N:9]=[C:10](I)[C:3]=12.[CH3:32][C:33]1[C:37](B2OC(C)(C)C(C)(C)O2)=[C:36]([CH3:47])[NH:35][N:34]=1.C(=O)([O-])[O-].[Na+].[Na+].ClCCl. The catalyst is CN(C=O)C.C(O)C.O. The product is [NH2:1][C:2]1[N:7]=[CH:6][N:5]=[C:4]2[N:8]([CH:12]([C:14]3[O:15][C:16]4[C:21]([C:22](=[O:31])[C:23]=3[C:24]3[CH:29]=[CH:28][CH:27]=[C:26]([F:30])[CH:25]=3)=[CH:20][CH:19]=[CH:18][CH:17]=4)[CH3:13])[N:9]=[C:10]([C:37]3[C:33]([CH3:32])=[N:34][NH:35][C:36]=3[CH3:47])[C:3]=12. The yield is 0.0700. (4) The product is [Cl:14][C:4]1[CH:9]=[CH:8][N+:7]([O-:10])=[C:6]([CH3:11])[C:5]=1[CH3:12]. The yield is 0.985. The reactants are [N+]([C:4]1[CH:9]=[CH:8][N+:7]([O-:10])=[C:6]([CH3:11])[C:5]=1[CH3:12])([O-])=O.[Na+].[Cl-:14].Cl.[OH-].[Na+]. The catalyst is [Cl-].C([N+](CCCC)(CCCC)CCCC)C1C=CC=CC=1.CC#N. (5) The reactants are [CH3:1][C:2]1[O:6][N:5]=[C:4]([C:7]2[CH:12]=[CH:11][CH:10]=[CH:9][CH:8]=2)[C:3]=1[CH2:13]O.S(Cl)([Cl:17])=O. The catalyst is ClCCl.O. The product is [Cl:17][CH2:13][C:3]1[C:4]([C:7]2[CH:12]=[CH:11][CH:10]=[CH:9][CH:8]=2)=[N:5][O:6][C:2]=1[CH3:1]. The yield is 0.930. (6) The yield is 0.630. The reactants are [CH3:1][C:2]1[C:16](=[O:17])[N:15]=[C:14]2[N:4]([C@@H:5]3[O:9][C@H:8]([CH2:10][OH:11])[C@@H:7]([OH:12])[C@@H:6]3[O:13]2)[CH:3]=1.[CH3:18][O:19][CH2:20][CH2:21][O:22]B([O:22][CH2:21][CH2:20][O:19][CH3:18])[O:22][CH2:21][CH2:20][O:19][CH3:18]. The catalyst is COCCO. The product is [CH3:18][O:19][CH2:20][CH2:21][O:22][C@@H:6]1[C@H:7]([OH:12])[C@@H:8]([CH2:10][OH:11])[O:9][C@H:5]1[N:4]1[CH:3]=[C:2]([CH3:1])[C:16](=[O:17])[NH:15][C:14]1=[O:13].